From a dataset of Reaction yield outcomes from USPTO patents with 853,638 reactions. Predict the reaction yield, written as a fraction of the theoretical maximum amount of product (1.0 means a 100% yield; for example, 0.34 means a 34% yield). (1) The reactants are [CH3:1][NH:2][CH2:3][C:4]1([C:10]2[CH:15]=[CH:14][C:13]([O:16][CH2:17][CH2:18][CH2:19][N:20]3[CH2:24][CH2:23][CH2:22][CH2:21]3)=[CH:12][CH:11]=2)[CH2:9][CH2:8][O:7][CH2:6][CH2:5]1.C(O[C:28]1(O[Si](C)(C)C)[CH2:30][CH2:29]1)C.CC(O)=O.[BH3-]C#N.[Na+]. The catalyst is CO. The product is [CH3:1][N:2]([CH2:3][C:4]1([C:10]2[CH:15]=[CH:14][C:13]([O:16][CH2:17][CH2:18][CH2:19][N:20]3[CH2:24][CH2:23][CH2:22][CH2:21]3)=[CH:12][CH:11]=2)[CH2:9][CH2:8][O:7][CH2:6][CH2:5]1)[CH:28]1[CH2:30][CH2:29]1. The yield is 0.150. (2) The reactants are [Br:1][C:2]1[CH:29]=[CH:28][C:5]([CH2:6][N:7]2[CH2:11][CH2:10][C:9]3([CH2:16][CH2:15][N:14]([CH2:17][CH2:18][C:19](=[O:26])[C:20]4[CH:25]=[CH:24][CH:23]=[CH:22][CH:21]=4)[CH2:13][CH2:12]3)[C:8]2=[O:27])=[CH:4][CH:3]=1.[CH3:30][O:31][C:32]1[CH:37]=[CH:36][CH:35]=[CH:34][C:33]=1[Mg]Br.O. The catalyst is C1COCC1. The product is [Br:1][C:2]1[CH:3]=[CH:4][C:5]([CH2:6][N:7]2[CH2:11][CH2:10][C:9]3([CH2:16][CH2:15][N:14]([CH2:17][CH2:18][C:19]([OH:26])([C:33]4[CH:34]=[CH:35][CH:36]=[CH:37][C:32]=4[O:31][CH3:30])[C:20]4[CH:21]=[CH:22][CH:23]=[CH:24][CH:25]=4)[CH2:13][CH2:12]3)[C:8]2=[O:27])=[CH:28][CH:29]=1. The yield is 0.690. (3) The reactants are [NH2:1][C:2]1[CH:7]=[C:6]([F:8])[C:5]([N+:9]([O-:11])=[O:10])=[CH:4][C:3]=1[C:12]#[C:13][C:14]([CH3:26])([CH3:25])[C:15]([O:17][CH2:18][C:19]1[CH:24]=[CH:23][CH:22]=[CH:21][CH:20]=1)=[O:16]. The catalyst is C(#N)C.Cl[Pd]Cl. The product is [F:8][C:6]1[CH:7]=[C:2]2[C:3]([CH:12]=[C:13]([C:14]([CH3:26])([CH3:25])[C:15]([O:17][CH2:18][C:19]3[CH:20]=[CH:21][CH:22]=[CH:23][CH:24]=3)=[O:16])[NH:1]2)=[CH:4][C:5]=1[N+:9]([O-:11])=[O:10]. The yield is 0.900. (4) The reactants are [Cl:1][C:2]1[N:3]=[CH:4][C:5]2[C:10]([C:11](O)=[O:12])=[C:9]([CH3:14])[N:8]([C@@H:15]([C:17]3[CH:22]=[CH:21][CH:20]=[CH:19][CH:18]=3)[CH3:16])[C:6]=2[N:7]=1.ON1C2C=CC=CC=2N=N1.Cl.CN(C)CCCN=C=NCC.C(N(CC)CC)C.[NH2:52][CH2:53][C:54]1[C:55]([OH:62])=[N:56][C:57]([CH3:61])=[CH:58][C:59]=1[CH3:60]. The catalyst is ClCCl. The product is [Cl:1][C:2]1[N:3]=[CH:4][C:5]2[C:10]([C:11]([NH:52][CH2:53][C:54]3[C:55]([OH:62])=[N:56][C:57]([CH3:61])=[CH:58][C:59]=3[CH3:60])=[O:12])=[C:9]([CH3:14])[N:8]([C@@H:15]([C:17]3[CH:18]=[CH:19][CH:20]=[CH:21][CH:22]=3)[CH3:16])[C:6]=2[N:7]=1. The yield is 0.700. (5) The reactants are Cl[C:2]1[CH:7]=[CH:6][C:5]([O:8][CH3:9])=[CH:4][CH:3]=1.[C:10]1(B(O)O)[CH:15]=[CH:14][CH:13]=[CH:12][CH:11]=1.[F-].[Cs+]. The catalyst is C1C=CC(/C=C/C(/C=C/C2C=CC=CC=2)=O)=CC=1.C1C=CC(/C=C/C(/C=C/C2C=CC=CC=2)=O)=CC=1.C1C=CC(/C=C/C(/C=C/C2C=CC=CC=2)=O)=CC=1.[Pd].[Pd].O1CCOCC1. The product is [C:10]1([C:2]2[CH:7]=[CH:6][C:5]([O:8][CH3:9])=[CH:4][CH:3]=2)[CH:15]=[CH:14][CH:13]=[CH:12][CH:11]=1. The yield is 0.970.